This data is from CYP2C19 inhibition data for predicting drug metabolism from PubChem BioAssay. The task is: Regression/Classification. Given a drug SMILES string, predict its absorption, distribution, metabolism, or excretion properties. Task type varies by dataset: regression for continuous measurements (e.g., permeability, clearance, half-life) or binary classification for categorical outcomes (e.g., BBB penetration, CYP inhibition). Dataset: cyp2c19_veith. (1) The compound is O=C(O)[C@@H]1[C@@H]2C[C@H]3[C@@H]1C(=O)O[C@H]3[C@H]2Br. The result is 0 (non-inhibitor). (2) The drug is COc1ccc(-n2c(=O)cnc3cnc(N4CCNCC4)nc32)cc1. The result is 0 (non-inhibitor). (3) The molecule is CN(C)C(=O)C1CCN(Cc2c[nH]c3ccccc23)CC1. The result is 0 (non-inhibitor). (4) The drug is CCOCCCN1C(=O)CN(C2CCCCC2)C(=O)C1c1ccc(OCC)c(OC)c1. The result is 0 (non-inhibitor).